The task is: Predict the reactants needed to synthesize the given product.. This data is from Full USPTO retrosynthesis dataset with 1.9M reactions from patents (1976-2016). Given the product [CH2:3]1[C:4]2([CH2:5][N:6]([C:8]3[N:13]=[C:12]([NH2:14])[CH:11]=[CH:10][CH:9]=3)[CH2:7]2)[CH2:1][O:2]1, predict the reactants needed to synthesize it. The reactants are: [CH2:1]1[C:4]2([CH2:7][N:6]([C:8]3[N:13]=[C:12]([NH:14]C(=O)OC(C)(C)C)[CH:11]=[CH:10][CH:9]=3)[CH2:5]2)[CH2:3][O:2]1.C(O)(C(F)(F)F)=O.